Dataset: Catalyst prediction with 721,799 reactions and 888 catalyst types from USPTO. Task: Predict which catalyst facilitates the given reaction. Product: [O:11]=[C:8]1[CH2:7][C:6]2[C:10](=[C:2]([NH:1][CH:16]=[O:17])[CH:3]=[CH:4][CH:5]=2)[NH:9]1. Reactant: [NH2:1][C:2]1[CH:3]=[CH:4][CH:5]=[C:6]2[C:10]=1[NH:9][C:8](=[O:11])[CH2:7]2.C(Cl)CCl.[CH:16](O)=[O:17]. The catalyst class is: 2.